Dataset: Forward reaction prediction with 1.9M reactions from USPTO patents (1976-2016). Task: Predict the product of the given reaction. (1) Given the reactants [F:1][C:2]([F:22])([F:21])[C:3]1[C:11]2[CH2:10][CH2:9][CH2:8][CH2:7][C:6]=2[N:5]([C:12]2[CH:20]=[CH:19][C:15]([C:16]([OH:18])=O)=[CH:14][CH:13]=2)[N:4]=1.C(N1C=CN=C1)(N1C=CN=C1)=O.[NH:35]1[CH2:39][CH2:38][CH2:37][CH2:36]1, predict the reaction product. The product is: [N:35]1([C:16]([C:15]2[CH:19]=[CH:20][C:12]([N:5]3[C:6]4[CH2:7][CH2:8][CH2:9][CH2:10][C:11]=4[C:3]([C:2]([F:21])([F:22])[F:1])=[N:4]3)=[CH:13][CH:14]=2)=[O:18])[CH2:39][CH2:38][CH2:37][CH2:36]1. (2) Given the reactants [F:1][C:2]([F:14])([F:13])[O:3][C:4]1[CH:5]=[C:6]([N+:10]([O-:12])=[O:11])[CH:7]=[CH:8][CH:9]=1.[I-].C[N+:17](C)(C)N.CC([O-])(C)C.[K+].Cl, predict the reaction product. The product is: [N+:10]([C:6]1[CH:7]=[CH:8][CH:9]=[C:4]([O:3][C:2]([F:13])([F:14])[F:1])[C:5]=1[NH2:17])([O-:12])=[O:11]. (3) Given the reactants Cl.[NH2:2][C@H:3]1[CH2:8][CH2:7][C@H:6]([NH:9][C:10]([C:12]2[C:16]3[N:17]=[CH:18][N:19]=[C:20]([C:21]4[CH:26]=[C:25]([O:27][CH3:28])[CH:24]=[CH:23][C:22]=4[O:29][CH2:30][CH:31]4[CH2:33][CH2:32]4)[C:15]=3[NH:14][C:13]=2[CH3:34])=[O:11])[CH2:5][CH2:4]1.C([O:38][CH2:39][C:40](Cl)=[O:41])(=O)C, predict the reaction product. The product is: [CH:31]1([CH2:30][O:29][C:22]2[CH:23]=[CH:24][C:25]([O:27][CH3:28])=[CH:26][C:21]=2[C:20]2[C:15]3[NH:14][C:13]([CH3:34])=[C:12]([C:10]([NH:9][C@H:6]4[CH2:7][CH2:8][C@H:3]([NH:2][C:39](=[O:38])[CH2:40][OH:41])[CH2:4][CH2:5]4)=[O:11])[C:16]=3[N:17]=[CH:18][N:19]=2)[CH2:32][CH2:33]1.